From a dataset of Forward reaction prediction with 1.9M reactions from USPTO patents (1976-2016). Predict the product of the given reaction. (1) The product is: [NH2:36][C:19]1[C:20]2[C:15](=[N:14][N:13]([CH2:12][C:5]3[C:4]4[C:9](=[CH:10][CH:11]=[C:2]([Cl:1])[CH:3]=4)[N:8]=[CH:7][CH:6]=3)[C:21]=2[C:22]2[N:26]([CH3:27])[CH:25]=[C:24]([C:28]#[N:29])[CH:23]=2)[N:16]([CH2:32][CH:33]2[CH2:35][CH2:34]2)[C:17](=[O:31])[N:18]=1. Given the reactants [Cl:1][C:2]1[CH:3]=[C:4]2[C:9](=[CH:10][CH:11]=1)[N:8]=[CH:7][CH:6]=[C:5]2[CH2:12][N:13]1[C:21]([C:22]2[N:26]([CH3:27])[CH:25]=[C:24]([C:28]#[N:29])[CH:23]=2)=[C:20]2[C:15]([N:16]([CH2:32][CH:33]3[CH2:35][CH2:34]3)[C:17](=[O:31])[NH:18][C:19]2=S)=[N:14]1.[NH3:36], predict the reaction product. (2) Given the reactants [Li+].[OH-].C([O:5][C:6]([C:8]12[CH2:25][CH:24]1[CH:23]=[CH:22][CH2:21][CH2:20][CH2:19][CH2:18][N:17]([CH3:26])[C:16](=[O:27])[CH:15]1[CH:11]([CH2:12][CH:13]([O:28][C:29]3[C:38]4[C:33](=[C:34]([CH3:41])[C:35]([O:39][CH3:40])=[CH:36][CH:37]=4)[N:32]=[C:31]([C:42]4[N:43]=[C:44]([CH:47]5[CH2:52][CH2:51][CH2:50][CH2:49][CH2:48]5)[S:45][CH:46]=4)[CH:30]=3)[CH2:14]1)[C:10](=[O:53])[NH:9]2)=[O:7])C, predict the reaction product. The product is: [CH:47]1([C:44]2[S:45][CH:46]=[C:42]([C:31]3[CH:30]=[C:29]([O:28][CH:13]4[CH2:12][CH:11]5[CH:15]([C:16](=[O:27])[N:17]([CH3:26])[CH2:18][CH2:19][CH2:20][CH2:21][CH:22]=[CH:23][CH:24]6[C:8]([C:6]([OH:7])=[O:5])([NH:9][C:10]5=[O:53])[CH2:25]6)[CH2:14]4)[C:38]4[C:33](=[C:34]([CH3:41])[C:35]([O:39][CH3:40])=[CH:36][CH:37]=4)[N:32]=3)[N:43]=2)[CH2:48][CH2:49][CH2:50][CH2:51][CH2:52]1.